Dataset: Full USPTO retrosynthesis dataset with 1.9M reactions from patents (1976-2016). Task: Predict the reactants needed to synthesize the given product. (1) Given the product [NH4+:14].[OH-:17].[F:1][C:2]1[CH:3]=[C:4]([C:9]2[N:14]=[C:13]3[C:15]([CH2:18][NH:19][C:20](=[O:23])[O:21][CH3:22])=[CH:16][O:17][C:12]3=[CH:11][CH:10]=2)[CH:5]=[C:6]([F:8])[CH:7]=1, predict the reactants needed to synthesize it. The reactants are: [F:1][C:2]1[CH:3]=[C:4]([C:9]2[N:14]=[C:13]3[C:15]([CH2:18][NH:19][C:20](=[O:23])[O:21][CH3:22])=[CH:16][O:17][C:12]3=[CH:11][CH:10]=2)[CH:5]=[C:6]([F:8])[CH:7]=1.FC1C=C(C2N=C3C(CC(O)=O)=COC3=CC=2)C=C(F)C=1.C(Cl)(=O)C(Cl)=O.[N-]=[N+]=[N-].[Na+].B(Cl)(Cl)Cl. (2) Given the product [OH:20][CH:5]([CH:4]=[CH2:3])[C:6]([O:8][CH:9]([CH3:18])[CH3:10])=[O:7], predict the reactants needed to synthesize it. The reactants are: C(O)[C@H]1[O:7][C@H:6]([O:8][C@:9]2([CH2:18]O)O[C@H](CO)[C@@H](O)[C@@H:10]2O)[C@H:5]([OH:20])[C@@H:4](O)[C@@H:3]1O.C1C2C(=CC=CC=2)C=CC=1.C(OC(C)C)(=O)C(C)O. (3) Given the product [OH:30][CH2:29][C:27]1[CH:28]=[C:23]([NH:22][C:8]2[N:7]=[C:6]3[N:5]([C:16]4[CH:21]=[CH:20][CH:19]=[CH:18][N:17]=4)[N:4]([CH2:1][C:2]#[CH:3])[C:12](=[O:13])[C:11]3=[CH:10][N:9]=2)[CH:24]=[CH:25][C:26]=1[N:31]1[CH2:32][CH2:33][N:34]([CH3:37])[CH2:35][CH2:36]1, predict the reactants needed to synthesize it. The reactants are: [CH2:1]([N:4]1[C:12](=[O:13])[C:11]2[C:6](=[N:7][C:8](SC)=[N:9][CH:10]=2)[N:5]1[C:16]1[CH:21]=[CH:20][CH:19]=[CH:18][N:17]=1)[CH:2]=[CH2:3].[NH2:22][C:23]1[CH:24]=[CH:25][C:26]([N:31]2[CH2:36][CH2:35][N:34]([CH3:37])[CH2:33][CH2:32]2)=[C:27]([CH2:29][OH:30])[CH:28]=1.